Dataset: Full USPTO retrosynthesis dataset with 1.9M reactions from patents (1976-2016). Task: Predict the reactants needed to synthesize the given product. (1) Given the product [Br:8][C:4]1[C:3]2[O:9][CH:11]([C:16]3[CH:21]=[CH:20][CH:19]=[CH:18][N:17]=3)[C:12](=[O:13])[NH:1][C:2]=2[CH:7]=[CH:6][CH:5]=1, predict the reactants needed to synthesize it. The reactants are: [NH2:1][C:2]1[CH:7]=[CH:6][CH:5]=[C:4]([Br:8])[C:3]=1[OH:9].Br[CH:11]([C:16]1[CH:21]=[CH:20][CH:19]=[CH:18][N:17]=1)[C:12](OC)=[O:13].N12CCCN=C1CCCCC2. (2) Given the product [Cl:1][C:2]1[N:3]=[CH:4][C:5]([NH:8][C:14](=[O:15])[O:13][C:10]([CH3:12])([CH3:11])[CH3:9])=[N:6][CH:7]=1, predict the reactants needed to synthesize it. The reactants are: [Cl:1][C:2]1[N:3]=[CH:4][C:5]([NH2:8])=[N:6][CH:7]=1.[CH3:9][C:10]([O:13][C:14](O[C:14]([O:13][C:10]([CH3:12])([CH3:11])[CH3:9])=[O:15])=[O:15])([CH3:12])[CH3:11]. (3) Given the product [Cl:30][C:14]1[N:13]=[C:12]([O:11][CH2:10][C:6]2[CH:5]=[C:4]([CH:9]=[CH:8][CH:7]=2)[C:3]([OH:31])=[O:2])[C:17]([NH:18][S:19]([C:22]2[CH:27]=[CH:26][CH:25]=[C:24]([Cl:28])[C:23]=2[Cl:29])(=[O:20])=[O:21])=[N:16][CH:15]=1, predict the reactants needed to synthesize it. The reactants are: C[O:2][C:3](=[O:31])[C:4]1[CH:9]=[CH:8][CH:7]=[C:6]([CH2:10][O:11][C:12]2[C:17]([NH:18][S:19]([C:22]3[CH:27]=[CH:26][CH:25]=[C:24]([Cl:28])[C:23]=3[Cl:29])(=[O:21])=[O:20])=[N:16][CH:15]=[C:14]([Cl:30])[N:13]=2)[CH:5]=1.O.[OH-].[Li+].Cl. (4) Given the product [CH:1]1([C@H:6]([OH:21])[C@H:7]([N:10]2[C:18](=[O:19])[C:17]3[C:12](=[CH:13][CH:14]=[CH:15][CH:16]=3)[C:11]2=[O:20])[CH2:8][NH:27][CH3:26])[CH2:5][CH2:4][CH2:3][CH2:2]1, predict the reactants needed to synthesize it. The reactants are: [CH:1]1([C@H:6]([OH:21])[C@H:7]([N:10]2[C:18](=[O:19])[C:17]3[C:12](=[CH:13][CH:14]=[CH:15][CH:16]=3)[C:11]2=[O:20])[CH:8]=O)[CH2:5][CH2:4][CH2:3][CH2:2]1.C(O)(=O)C.[CH3:26][NH2:27].C(Cl)Cl.